The task is: Binary Classification. Given a drug SMILES string, predict its activity (active/inactive) in a high-throughput screening assay against a specified biological target.. This data is from Orexin1 receptor HTS with 218,158 compounds and 233 confirmed actives. (1) The drug is Clc1c(c(N2CC(CC2=O)C(=O)Nc2sccn2)ccc1)C. The result is 0 (inactive). (2) The compound is FC(F)(F)C(NC(=O)NCC1OCCC1)(C(F)(F)F)C. The result is 0 (inactive). (3) The molecule is S1(=O)(=O)CC(NC(=O)CSc2nc(c(nn2)c2ccccc2)c2ccccc2)CC1. The result is 0 (inactive). (4) The drug is S1C(CC(=O)Nc2c([N+]([O-])=O)cc(OC)cc2)C(=O)N=C1N. The result is 0 (inactive). (5) The drug is S(CC(=O)N1CCN(CC1)C(OCC)=O)c1oc(nn1)c1c(OC)cccc1. The result is 0 (inactive). (6) The compound is FC(F)(F)C1(O)N(N=C(C1)C)C(=O)CCc1cc2OCOc2cc1. The result is 0 (inactive). (7) The compound is O=C1N2C(C(CC1CC(=O)NCCCN(C)C)C(=O)N(C(C)C)C(C)C)(c1[nH]c3c(c1CC2)cc(OC)cc3)C. The result is 0 (inactive).